This data is from Forward reaction prediction with 1.9M reactions from USPTO patents (1976-2016). The task is: Predict the product of the given reaction. (1) Given the reactants P([O-])(O)(O)=O.[Na+].[Na].[CH3:8][O:9][C:10]1[CH:15]=[CH:14][C:13]([C@@H:16]2[C@H:21]([O:22][CH2:23][C:24]#[C:25][CH2:26][N:27]3[CH2:32][CH2:31][O:30][CH2:29][CH2:28]3)[CH2:20][NH:19][CH2:18][C@@H:17]2[O:33][CH:34]([C:45]2[CH:46]=[CH:47][C:48]3[O:53][CH2:52][CH2:51][N:50]([CH2:54][CH2:55][CH2:56][O:57][CH3:58])[C:49]=3[CH:59]=2)S(C2C=CC(C)=CC=2)(=O)=O)=[CH:12][CH:11]=1, predict the reaction product. The product is: [CH3:8][O:9][C:10]1[CH:11]=[CH:12][C:13]([C@H:16]2[C@H:21]([O:22][CH2:23][C:24]#[C:25][CH2:26][N:27]3[CH2:32][CH2:31][O:30][CH2:29][CH2:28]3)[CH2:20][NH:19][CH2:18][C@@H:17]2[O:33][CH2:34][C:45]2[CH:46]=[CH:47][C:48]3[O:53][CH2:52][CH2:51][N:50]([CH2:54][CH2:55][CH2:56][O:57][CH3:58])[C:49]=3[CH:59]=2)=[CH:14][CH:15]=1. (2) Given the reactants [CH2:1]([C:3]1[CH:8]=[CH:7][C:6]([CH2:9][C:10]2[C:11](=[O:19])[NH:12][NH:13][C:14]=2[C:15]([F:18])([F:17])[F:16])=[CH:5][CH:4]=1)[CH3:2].[Si:20](Cl)([C:23]([CH3:26])([CH3:25])[CH3:24])([CH3:22])[CH3:21].N1C=CN=C1.O, predict the reaction product. The product is: [Si:20]([O:19][C:11]1[C:10]([CH2:9][C:6]2[CH:7]=[CH:8][C:3]([CH2:1][CH3:2])=[CH:4][CH:5]=2)=[C:14]([C:15]([F:17])([F:18])[F:16])[NH:13][N:12]=1)([C:23]([CH3:26])([CH3:25])[CH3:24])([CH3:22])[CH3:21].